Dataset: Full USPTO retrosynthesis dataset with 1.9M reactions from patents (1976-2016). Task: Predict the reactants needed to synthesize the given product. (1) Given the product [CH:33]1([N:18]([CH2:17][C:14]2[CH:15]=[N:16][C:11]([C:8]3[CH:9]=[CH:10][C:5]([S:2]([CH3:1])(=[O:3])=[O:4])=[CH:6][CH:7]=3)=[CH:12][CH:13]=2)[CH:19]2[CH2:24][CH2:23][N:22]([C:25]([O:27][C:28]([CH3:31])([CH3:30])[CH3:29])=[O:26])[CH2:21][CH2:20]2)[CH2:32][CH2:37]1, predict the reactants needed to synthesize it. The reactants are: [CH3:1][S:2]([C:5]1[CH:10]=[CH:9][C:8]([C:11]2[N:16]=[CH:15][C:14]([CH2:17][NH:18][CH:19]3[CH2:24][CH2:23][N:22]([C:25]([O:27][C:28]([CH3:31])([CH3:30])[CH3:29])=[O:26])[CH2:21][CH2:20]3)=[CH:13][CH:12]=2)=[CH:7][CH:6]=1)(=[O:4])=[O:3].[CH3:32][C:33](O)=O.[BH3-][C:37]#N.[Na+]. (2) Given the product [CH:49]1([NH:48][C:10]2[CH:9]([C:26]3[CH:27]=[CH:57][C:59]([F:62])=[CH:30][CH:31]=3)[N:5]=[C:18]([C:20]3[S:21][CH:22]=[CH:23][CH:24]=3)[C:17]3[CH:16]=[CH:15][CH:14]=[N:13][C:12]=3[N:11]=2)[CH2:51][CH2:50]1, predict the reactants needed to synthesize it. The reactants are: C([N:5]([CH:9]([C:26]1[CH:31]=[CH:30]C(F)=C[CH:27]=1)[C:10](=O)[NH:11][C:12]1[C:17]([C:18]([C:20]2[S:21][CH:22]=[CH:23][CH:24]=2)=O)=[CH:16][CH:15]=[CH:14][N:13]=1)C(=O)O)(C)(C)C.FC1C=CC(C2C(=O)NC3[N:48]=[CH:49][CH:50]=[CH:51]C=3C(C3SC=CC=3)=N2)=CC=1.[C:57](O)([C:59]([F:62])(F)F)=O. (3) Given the product [CH2:1]([N:3]([CH2:10][C:11]1[CH:12]=[C:13]([C:17]2[CH:22]=[CH:21][N:20]=[C:19]([NH:23][CH2:24][CH2:25][C:26]3[CH:31]=[CH:30][C:29]([OH:32])=[C:28]([F:33])[CH:27]=3)[N:18]=2)[CH:14]=[CH:15][CH:16]=1)[CH:4]1[CH2:5][CH2:6][N:7]([CH2:34][CH2:35][CH3:36])[CH2:8][CH2:9]1)[CH3:2], predict the reactants needed to synthesize it. The reactants are: [CH2:1]([N:3]([CH2:10][C:11]1[CH:12]=[C:13]([C:17]2[CH:22]=[CH:21][N:20]=[C:19]([NH:23][CH2:24][CH2:25][C:26]3[CH:31]=[CH:30][C:29]([OH:32])=[C:28]([F:33])[CH:27]=3)[N:18]=2)[CH:14]=[CH:15][CH:16]=1)[CH:4]1[CH2:9][CH2:8][NH:7][CH2:6][CH2:5]1)[CH3:2].[CH:34](=O)[CH2:35][CH3:36]. (4) Given the product [S:13]([O-:17])([O-:16])(=[O:15])=[O:14].[Cr+3:1].[S:13]([O-:17])([O-:16])(=[O:15])=[O:14].[S:13]([O-:17])([O-:16])(=[O:15])=[O:14].[Cr+3:12], predict the reactants needed to synthesize it. The reactants are: [Cr:1](O)(O)(=O)=O.C(O)(=O)C(O)=O.[Cr:12].[S:13](=[O:17])(=[O:16])([OH:15])[OH:14]. (5) Given the product [CH2:1]([N:3]1[CH2:4][CH2:5][N:6]([C:9]2[CH:15]=[CH:14][C:12]([NH:13][C:31]([C:33]3[C:34]4[N:35]=[CH:36][CH:37]=[N:38][C:39]=4[C:40]([C:43]4[CH:48]=[C:47]([O:49][CH3:50])[CH:46]=[CH:45][C:44]=4[Cl:51])=[CH:41][CH:42]=3)=[O:32])=[CH:11][CH:10]=2)[CH2:7][CH2:8]1)[CH3:2], predict the reactants needed to synthesize it. The reactants are: [CH2:1]([N:3]1[CH2:8][CH2:7][N:6]([C:9]2[CH:15]=[CH:14][C:12]([NH2:13])=[CH:11][CH:10]=2)[CH2:5][CH2:4]1)[CH3:2].C(N1CCN(C2C=C(N[C:31]([C:33]3[C:34]4[N:35]=[CH:36][CH:37]=[N:38][C:39]=4[C:40]([C:43]4[CH:48]=[C:47]([O:49][CH3:50])[CH:46]=[CH:45][C:44]=4[Cl:51])=[CH:41][CH:42]=3)=[O:32])C=CC=2)CC1)C. (6) The reactants are: [F:1][C:2]([F:33])([F:32])[C:3]1[CH:4]=[C:5]([C@H:13]([O:15][C@H:16]2[O:24][CH2:23][C@@H:19]3[CH2:20][NH:21][CH2:22][C@H:18]3[C@@H:17]2[C:25]2[CH:30]=[CH:29][CH:28]=[CH:27][C:26]=2[CH3:31])[CH3:14])[CH:6]=[C:7]([C:9]([F:12])([F:11])[F:10])[CH:8]=1.[O:34]1[CH:38]=[C:37]([C:39](O)=[O:40])[N:36]=[CH:35]1. Given the product [F:33][C:2]([F:1])([F:32])[C:3]1[CH:4]=[C:5]([C@H:13]([O:15][C@H:16]2[O:24][CH2:23][C@@H:19]3[CH2:20][N:21]([C:39]([C:37]4[N:36]=[CH:35][O:34][CH:38]=4)=[O:40])[CH2:22][C@H:18]3[C@@H:17]2[C:25]2[CH:30]=[CH:29][CH:28]=[CH:27][C:26]=2[CH3:31])[CH3:14])[CH:6]=[C:7]([C:9]([F:10])([F:11])[F:12])[CH:8]=1, predict the reactants needed to synthesize it.